Dataset: Catalyst prediction with 721,799 reactions and 888 catalyst types from USPTO. Task: Predict which catalyst facilitates the given reaction. (1) The catalyst class is: 51. Reactant: [CH2:1]1[C@@H:6]([C:7]#[N:8])[N:5]([C:9]([C@@H:11]([NH2:23])[C:12]23[CH2:21][C:19]4([OH:22])[CH2:20][CH:14]([CH2:15][CH:16]([CH2:18]4)[CH2:17]2)[CH2:13]3)=[O:10])[C@@H:4]2[C@H:2]1[CH2:3]2.[ClH:24].C(OCCCC)(=O)C. Product: [CH2:1]1[C@@H:6]([C:7]#[N:8])[N:5]([C:9]([C@@H:11]([NH2:23])[C:12]23[CH2:21][C:19]4([OH:22])[CH2:20][CH:14]([CH2:15][CH:16]([CH2:18]4)[CH2:17]2)[CH2:13]3)=[O:10])[C@@H:4]2[C@H:2]1[CH2:3]2.[ClH:24]. (2) Reactant: [CH2:1]([O:3][C:4]1[N:5]([CH2:12][C:13]2[CH:18]=[CH:17][C:16]([C:19]3[C:20]([C:25]#[N:26])=[CH:21][CH:22]=[CH:23][CH:24]=3)=[CH:15][CH:14]=2)[C:6](=[O:11])[CH:7]=[C:8]([CH3:10])[N:9]=1)[CH3:2].C([O-])(=O)C.[Na+].[Br:32]Br. Product: [Br:32][C:7]1[C:6](=[O:11])[N:5]([CH2:12][C:13]2[CH:18]=[CH:17][C:16]([C:19]3[C:20]([C:25]#[N:26])=[CH:21][CH:22]=[CH:23][CH:24]=3)=[CH:15][CH:14]=2)[C:4]([O:3][CH2:1][CH3:2])=[N:9][C:8]=1[CH3:10]. The catalyst class is: 342. (3) The catalyst class is: 628. Product: [NH2:12][C:4]1[CH:3]=[C:2]([C:16]2[CH:17]=[CH:18][CH:19]=[CH:20][C:15]=2[O:14][CH3:13])[CH:7]=[CH:6][C:5]=1[S:8]([NH2:11])(=[O:10])=[O:9]. Reactant: Br[C:2]1[CH:7]=[CH:6][C:5]([S:8]([NH2:11])(=[O:10])=[O:9])=[C:4]([NH2:12])[CH:3]=1.[CH3:13][O:14][C:15]1[CH:20]=[CH:19][CH:18]=[CH:17][C:16]=1B(O)O.C([O-])([O-])=O.[Na+].[Na+]. (4) Reactant: C(NC(C)C)(C)C.[Li]CCCC.[Li+].CC([N-]C(C)C)C.[Cl:21][C:22]1[CH:27]=[C:26]([Cl:28])[N:25]=[CH:24][N:23]=1.[CH:29]1([CH:32]=[O:33])[CH2:31][CH2:30]1. Product: [CH:29]1([CH:32]([C:27]2[C:22]([Cl:21])=[N:23][CH:24]=[N:25][C:26]=2[Cl:28])[OH:33])[CH2:31][CH2:30]1. The catalyst class is: 249. (5) Reactant: CS([O:5][CH2:6][CH2:7][CH2:8][CH2:9][CH2:10][CH2:11][CH2:12][CH2:13][CH2:14][CH2:15][CH2:16][CH2:17][CH2:18][CH2:19][CH2:20][CH2:21][CH2:22][CH2:23][CH2:24][CH2:25][CH2:26][CH3:27])(=O)=O.[CH2:28]([OH:40])[CH2:29][O:30][CH2:31][CH2:32][O:33][CH2:34][CH2:35][O:36][CH2:37][CH2:38]O.C(O[K])(C)(C)C. The catalyst class is: 13. Product: [CH2:6]([O:5][CH2:38][CH2:37][O:36][CH2:35][CH2:34][O:33][CH2:32][CH2:31][O:30][CH2:29][CH2:28][OH:40])[CH2:7][CH2:8][CH2:9][CH2:10][CH2:11][CH2:12][CH2:13][CH2:14][CH2:15][CH2:16][CH2:17][CH2:18][CH2:19][CH2:20][CH2:21][CH2:22][CH2:23][CH2:24][CH2:25][CH2:26][CH3:27]. (6) Reactant: [CH3:1][C:2]1[C:10]([C:11]2[S:12][C:13]([C:24]([O:26][CH2:27][CH3:28])=[O:25])=[C:14](OS(C(F)(F)F)(=O)=O)[N:15]=2)=[C:5]2[CH:6]=[CH:7][CH:8]=[CH:9][N:4]2[N:3]=1.[F:29][C:30]1[CH:35]=[CH:34][C:33](B(O)O)=[CH:32][CH:31]=1.C(=O)([O-])[O-].[Cs+].[Cs+].O. Product: [F:29][C:30]1[CH:35]=[CH:34][C:33]([C:14]2[N:15]=[C:11]([C:10]3[C:2]([CH3:1])=[N:3][N:4]4[CH:9]=[CH:8][CH:7]=[CH:6][C:5]=34)[S:12][C:13]=2[C:24]([O:26][CH2:27][CH3:28])=[O:25])=[CH:32][CH:31]=1. The catalyst class is: 57. (7) Reactant: [C:1]([C:3]1[N:8]=[CH:7][C:6]([S:9][C:10]2[CH:11]=[C:12]([C:28]([NH:30][CH3:31])=[O:29])[C:13](=[O:27])[N:14]([C:17]3[CH:22]=[CH:21][CH:20]=[C:19]([C:23]([F:26])([F:25])[F:24])[CH:18]=3)[C:15]=2[CH3:16])=[CH:5][CH:4]=1)#[N:2].[OH:32]O. Product: [C:1]([C:3]1[N:8]=[CH:7][C:6]([S:9]([C:10]2[CH:11]=[C:12]([C:28]([NH:30][CH3:31])=[O:29])[C:13](=[O:27])[N:14]([C:17]3[CH:22]=[CH:21][CH:20]=[C:19]([C:23]([F:26])([F:25])[F:24])[CH:18]=3)[C:15]=2[CH3:16])=[O:32])=[CH:5][CH:4]=1)#[N:2]. The catalyst class is: 15. (8) Reactant: [Cl:1][C:2]1[C:3](=[O:33])[N:4]([CH2:18][CH2:19][C:20]2[CH:32]=[CH:31][C:23]([C:24]([O:26][C:27]([CH3:30])([CH3:29])[CH3:28])=[O:25])=[CH:22][CH:21]=2)[C:5]([CH2:9][O:10][C:11]2[CH:16]=[CH:15][CH:14]=[C:13]([OH:17])[CH:12]=2)=[C:6]([Cl:8])[CH:7]=1.[CH2:34]([O:36][CH2:37][CH2:38]O)[CH3:35].C1(P(C2C=CC=CC=2)C2C=CC=CC=2)C=CC=CC=1.CCOC(/N=N/C(OCC)=O)=O.C1(C)C=CC=CC=1. Product: [Cl:1][C:2]1[C:3](=[O:33])[N:4]([CH2:18][CH2:19][C:20]2[CH:21]=[CH:22][C:23]([C:24]([O:26][C:27]([CH3:28])([CH3:29])[CH3:30])=[O:25])=[CH:31][CH:32]=2)[C:5]([CH2:9][O:10][C:11]2[CH:16]=[CH:15][CH:14]=[C:13]([O:17][CH2:35][CH2:34][O:36][CH2:37][CH3:38])[CH:12]=2)=[C:6]([Cl:8])[CH:7]=1. The catalyst class is: 2. (9) Reactant: [CH2:1]([O:3][C:4]([N:6]=[C:7]=[S:8])=[O:5])[CH3:2].[F:9][C:10]1[CH:11]=[C:12]([NH:17][C:18]([NH:20][C@H:21]2[CH2:29][C@H:28]3[C@:24]([C:30]4[CH:35]=[CH:34][C:33]([O:36][CH3:37])=[C:32]([O:38][CH3:39])[CH:31]=4)([CH2:25][CH2:26][NH:27]3)[CH2:23][CH2:22]2)=[O:19])[CH:13]=[CH:14][C:15]=1[F:16].Cl. Product: [F:9][C:10]1[CH:11]=[C:12]([NH:17][C:18]([NH:20][C@H:21]2[CH2:29][C@H:28]3[C@:24]([C:30]4[CH:35]=[CH:34][C:33]([O:36][CH3:37])=[C:32]([O:38][CH3:39])[CH:31]=4)([CH2:25][CH2:26][N:27]3[C:7]([NH:6][C:4](=[O:5])[O:3][CH2:1][CH3:2])=[S:8])[CH2:23][CH2:22]2)=[O:19])[CH:13]=[CH:14][C:15]=1[F:16]. The catalyst class is: 34. (10) Reactant: [Na].C[O:3][CH2:4][C:5]([O:7][CH2:8]C)=O.[CH3:10][C:11]([CH3:13])=[O:12].COC(C)(C)C. Product: [CH3:8][O:7][CH2:5][C:4](=[O:3])[CH2:10][C:11](=[O:12])[CH3:13]. The catalyst class is: 11.